Dataset: Full USPTO retrosynthesis dataset with 1.9M reactions from patents (1976-2016). Task: Predict the reactants needed to synthesize the given product. Given the product [Br:23][CH:3]1[CH2:4][C@@H:5]2[CH2:6][N:7]([C:10]([O:12][C:13]([CH3:16])([CH3:15])[CH3:14])=[O:11])[CH2:8][C@@H:9]2[C:2]1=[O:1], predict the reactants needed to synthesize it. The reactants are: [O:1]=[C:2]1[C@@H:9]2[C@@H:5]([CH2:6][N:7]([C:10]([O:12][C:13]([CH3:16])([CH3:15])[CH3:14])=[O:11])[CH2:8]2)[CH2:4][CH2:3]1.C1C=C[NH+]=CC=1.[Br:23][Br-]Br.